Dataset: NCI-60 drug combinations with 297,098 pairs across 59 cell lines. Task: Regression. Given two drug SMILES strings and cell line genomic features, predict the synergy score measuring deviation from expected non-interaction effect. (1) Drug 1: CC=C1C(=O)NC(C(=O)OC2CC(=O)NC(C(=O)NC(CSSCCC=C2)C(=O)N1)C(C)C)C(C)C. Drug 2: CC1=C(N=C(N=C1N)C(CC(=O)N)NCC(C(=O)N)N)C(=O)NC(C(C2=CN=CN2)OC3C(C(C(C(O3)CO)O)O)OC4C(C(C(C(O4)CO)O)OC(=O)N)O)C(=O)NC(C)C(C(C)C(=O)NC(C(C)O)C(=O)NCCC5=NC(=CS5)C6=NC(=CS6)C(=O)NCCC[S+](C)C)O. Cell line: CAKI-1. Synergy scores: CSS=79.9, Synergy_ZIP=0.239, Synergy_Bliss=-0.397, Synergy_Loewe=2.18, Synergy_HSA=6.66. (2) Drug 1: CC12CCC3C(C1CCC2=O)CC(=C)C4=CC(=O)C=CC34C. Drug 2: CC12CCC3C(C1CCC2O)C(CC4=C3C=CC(=C4)O)CCCCCCCCCS(=O)CCCC(C(F)(F)F)(F)F. Cell line: BT-549. Synergy scores: CSS=42.6, Synergy_ZIP=1.82, Synergy_Bliss=0.227, Synergy_Loewe=0.221, Synergy_HSA=-0.282. (3) Drug 1: CC1=CC=C(C=C1)C2=CC(=NN2C3=CC=C(C=C3)S(=O)(=O)N)C(F)(F)F. Drug 2: CNC(=O)C1=NC=CC(=C1)OC2=CC=C(C=C2)NC(=O)NC3=CC(=C(C=C3)Cl)C(F)(F)F. Cell line: CCRF-CEM. Synergy scores: CSS=-4.95, Synergy_ZIP=10.9, Synergy_Bliss=15.6, Synergy_Loewe=-6.50, Synergy_HSA=-1.54. (4) Drug 1: CC1CCC2CC(C(=CC=CC=CC(CC(C(=O)C(C(C(=CC(C(=O)CC(OC(=O)C3CCCCN3C(=O)C(=O)C1(O2)O)C(C)CC4CCC(C(C4)OC)O)C)C)O)OC)C)C)C)OC. Drug 2: C1CC(=O)NC(=O)C1N2C(=O)C3=CC=CC=C3C2=O. Cell line: SR. Synergy scores: CSS=9.74, Synergy_ZIP=-1.97, Synergy_Bliss=0.978, Synergy_Loewe=-4.01, Synergy_HSA=1.18. (5) Drug 1: C1CC(C1)(C(=O)O)C(=O)O.[NH2-].[NH2-].[Pt+2]. Drug 2: C1C(C(OC1N2C=NC3=C2NC=NCC3O)CO)O. Cell line: DU-145. Synergy scores: CSS=16.3, Synergy_ZIP=-2.64, Synergy_Bliss=2.90, Synergy_Loewe=0.0397, Synergy_HSA=-0.448. (6) Cell line: HCT-15. Drug 2: CCC(=C(C1=CC=CC=C1)C2=CC=C(C=C2)OCCN(C)C)C3=CC=CC=C3.C(C(=O)O)C(CC(=O)O)(C(=O)O)O. Synergy scores: CSS=3.80, Synergy_ZIP=0.600, Synergy_Bliss=4.39, Synergy_Loewe=1.37, Synergy_HSA=1.78. Drug 1: CC1=C(C=C(C=C1)NC2=NC=CC(=N2)N(C)C3=CC4=NN(C(=C4C=C3)C)C)S(=O)(=O)N.Cl.